Dataset: Catalyst prediction with 721,799 reactions and 888 catalyst types from USPTO. Task: Predict which catalyst facilitates the given reaction. (1) Reactant: [CH2:1]([NH2:4])[CH:2]=[CH2:3].[CH2:5]([NH:8][C:9]1[C:10]2[S:18][CH:17]=[C:16]([CH3:19])[C:11]=2[N:12]=[C:13](Cl)[N:14]=1)[CH:6]=[CH2:7]. Product: [CH2:1]([NH:4][C:13]1[N:14]=[C:9]([NH:8][CH2:5][CH:6]=[CH2:7])[C:10]2[S:18][CH:17]=[C:16]([CH3:19])[C:11]=2[N:12]=1)[CH:2]=[CH2:3]. The catalyst class is: 6. (2) Reactant: [Cl:1][C:2]1[CH:3]=[C:4]([S:9]([O-:12])(=[O:11])=O)[CH:5]=[C:6]([Cl:8])[CH:7]=1.C(N(CC)CC)C.[N:20]1([C:26]([O:28][C:29]([CH3:32])([CH3:31])[CH3:30])=[O:27])[CH2:25][CH2:24][NH:23][CH2:22][CH2:21]1. Product: [Cl:8][C:6]1[CH:5]=[C:4]([S:9]([N:23]2[CH2:22][CH2:21][N:20]([C:26]([O:28][C:29]([CH3:32])([CH3:31])[CH3:30])=[O:27])[CH2:25][CH2:24]2)(=[O:11])=[O:12])[CH:3]=[C:2]([Cl:1])[CH:7]=1. The catalyst class is: 96. (3) Reactant: COC1C=CC(C[N:8]2[CH2:14][CH:13]([CH3:15])[CH2:12][O:11][CH2:10][CH2:9]2)=CC=1.[Cl:18]C(OC(Cl)C)=O.CO. Product: [ClH:18].[CH3:15][CH:13]1[CH2:12][O:11][CH2:10][CH2:9][NH:8][CH2:14]1. The catalyst class is: 26. (4) Reactant: [CH:1]1([N:5]2[C:9]3[CH:10]=[C:11]([C:14](O)([CH3:16])[CH3:15])[CH:12]=[CH:13][C:8]=3[N:7]=[C:6]2[NH:18][C:19](=[O:25])[C@@H:20]([CH3:24])[CH:21]([CH3:23])[CH3:22])[CH2:4][CH2:3][CH2:2]1.C(O)(C(F)(F)F)=O.C([SiH](CC)CC)C.CO. Product: [CH:1]1([N:5]2[C:9]3[CH:10]=[C:11]([CH:14]([CH3:15])[CH3:16])[CH:12]=[CH:13][C:8]=3[N:7]=[C:6]2[NH:18][C:19](=[O:25])[C@@H:20]([CH3:24])[CH:21]([CH3:23])[CH3:22])[CH2:2][CH2:3][CH2:4]1. The catalyst class is: 4. (5) Reactant: Cl[C:2]1[CH:11]=[CH:10][C:9]2[C:8]3[C:12]4[NH:19][CH2:18][C@@H:17]([CH3:20])[NH:16][C:15](=[O:21])[C:13]=4[S:14][C:7]=3[CH:6]=[CH:5][C:4]=2[N:3]=1.[F:22][C:23]1[CH:28]=[C:27]([NH2:29])[CH:26]=[C:25]([F:30])[N:24]=1.C(=O)([O-])[O-].[Cs+].[Cs+].C1C=CC(P(C2C(C3C(P(C4C=CC=CC=4)C4C=CC=CC=4)=CC=C4C=3C=CC=C4)=C3C(C=CC=C3)=CC=2)C2C=CC=CC=2)=CC=1. Product: [F:22][C:23]1[CH:28]=[C:27]([NH:29][C:2]2[CH:11]=[CH:10][C:9]3[C:8]4[C:12]5[NH:19][CH2:18][C@@H:17]([CH3:20])[NH:16][C:15](=[O:21])[C:13]=5[S:14][C:7]=4[CH:6]=[CH:5][C:4]=3[N:3]=2)[CH:26]=[C:25]([F:30])[N:24]=1. The catalyst class is: 62. (6) Reactant: [N:1]1[CH:6]=[CH:5][C:4]([CH:7]=[O:8])=[CH:3][CH:2]=1.[N+:9]([CH2:12][CH3:13])([O-:11])=[O:10].[OH-].[Na+]. Product: [N+:9]([CH:12]([CH3:13])[CH:7]([C:4]1[CH:5]=[CH:6][N:1]=[CH:2][CH:3]=1)[OH:8])([O-:11])=[O:10]. The catalyst class is: 88. (7) Reactant: C(N(CC)CC)C.[N:8]1([C:13](Cl)=[O:14])[CH2:12][CH2:11][CH2:10][CH2:9]1.[CH3:16][C:17]1[N:21]([C:22]2[CH:27]=[CH:26][C:25]([C:28]([F:31])([F:30])[F:29])=[CH:24][N:23]=2)[N:20]=[CH:19][C:18]=1[C:32]([NH:34][C:35]1[CH:36]=[N:37][C:38]([C:42]2[CH2:43][CH2:44][NH:45][CH2:46][CH:47]=2)=[C:39]([CH3:41])[CH:40]=1)=[O:33]. Product: [CH3:16][C:17]1[N:21]([C:22]2[CH:27]=[CH:26][C:25]([C:28]([F:31])([F:30])[F:29])=[CH:24][N:23]=2)[N:20]=[CH:19][C:18]=1[C:32]([NH:34][C:35]1[CH2:36][N:37]([C:13]([N:8]2[CH2:12][CH2:11][CH2:10][CH2:9]2)=[O:14])[C:38]([C:42]2[CH2:43][CH2:44][NH:45][CH2:46][CH:47]=2)=[C:39]([CH3:41])[CH:40]=1)=[O:33]. The catalyst class is: 46.